From a dataset of Full USPTO retrosynthesis dataset with 1.9M reactions from patents (1976-2016). Predict the reactants needed to synthesize the given product. (1) Given the product [NH:7]1[C:8]2[C:4](=[CH:3][C:2]([NH:1][C:18](=[O:19])[O:20][CH2:21][C:22]([Cl:25])([Cl:24])[Cl:23])=[CH:10][CH:9]=2)[CH:5]=[CH:6]1, predict the reactants needed to synthesize it. The reactants are: [NH2:1][C:2]1[CH:3]=[C:4]2[C:8](=[CH:9][CH:10]=1)[NH:7][CH:6]=[CH:5]2.N1C=CC=CC=1.Cl[C:18]([O:20][CH2:21][C:22]([Cl:25])([Cl:24])[Cl:23])=[O:19].O. (2) Given the product [CH2:1]([O:8][CH2:9][CH:10]1[CH:11]([C:12]2[CH:17]=[CH:16][CH:15]=[CH:14][C:13]=2[Cl:18])[O:24]1)[C:2]1[CH:3]=[CH:4][CH:5]=[CH:6][CH:7]=1, predict the reactants needed to synthesize it. The reactants are: [CH2:1]([O:8][CH2:9]/[CH:10]=[CH:11]/[C:12]1[CH:17]=[CH:16][CH:15]=[CH:14][C:13]=1[Cl:18])[C:2]1[CH:7]=[CH:6][CH:5]=[CH:4][CH:3]=1.ClC1C=C(C=CC=1)C(OO)=[O:24]. (3) Given the product [NH:1]1[C:5]2=[N:6][CH:7]=[C:8]([O:10][C:11]3[CH:31]=[C:30]([N:32]4[CH2:33][CH2:34][N:35]([CH2:38][C:39]5[CH2:44][CH2:43][C:42]([CH3:46])([CH3:45])[CH2:41][C:40]=5[C:47]5[CH:48]=[CH:49][C:50]([Cl:53])=[CH:51][CH:52]=5)[CH2:36][CH2:37]4)[CH:29]=[CH:28][C:12]=3[C:13]([NH:15][S:16]([C:19]3[CH:24]=[CH:23][C:22]([NH2:25])=[C:21]([C:26](=[O:54])[NH2:27])[CH:20]=3)(=[O:17])=[O:18])=[O:14])[CH:9]=[C:4]2[CH:3]=[CH:2]1, predict the reactants needed to synthesize it. The reactants are: [NH:1]1[C:5]2=[N:6][CH:7]=[C:8]([O:10][C:11]3[CH:31]=[C:30]([N:32]4[CH2:37][CH2:36][N:35]([CH2:38][C:39]5[CH2:44][CH2:43][C:42]([CH3:46])([CH3:45])[CH2:41][C:40]=5[C:47]5[CH:52]=[CH:51][C:50]([Cl:53])=[CH:49][CH:48]=5)[CH2:34][CH2:33]4)[CH:29]=[CH:28][C:12]=3[C:13]([NH:15][S:16]([C:19]3[CH:24]=[CH:23][C:22]([NH2:25])=[C:21]([C:26]#[N:27])[CH:20]=3)(=[O:18])=[O:17])=[O:14])[CH:9]=[C:4]2[CH:3]=[CH:2]1.[O:54]1CCCC1.OO.[OH-].[Na+].